This data is from Reaction yield outcomes from USPTO patents with 853,638 reactions. The task is: Predict the reaction yield, written as a fraction of the theoretical maximum amount of product (1.0 means a 100% yield; for example, 0.34 means a 34% yield). (1) The reactants are [C-:1]#[N:2].[K+].Cl[CH2:5][CH2:6][C:7]1[CH:8]=[C:9]2[C:13](=[CH:14][CH:15]=1)[NH:12][C:11](=[O:16])[CH2:10]2. The catalyst is CS(C)=O. The product is [C:1]([CH2:5][CH2:6][C:7]1[CH:8]=[C:9]2[C:13](=[CH:14][CH:15]=1)[NH:12][C:11](=[O:16])[CH2:10]2)#[N:2]. The yield is 0.420. (2) The reactants are [NH2:1][C:2]1[C:7]([N+:8]([O-])=O)=[CH:6][N:5]=[CH:4][C:3]=1[CH3:11].Cl. The catalyst is [Fe].C(O)C. The product is [NH2:8][C:7]1[CH:6]=[N:5][CH:4]=[C:3]([CH3:11])[C:2]=1[NH2:1]. The yield is 0.600. (3) The reactants are CC1(C)[O:7][CH2:6][C:5]([NH:28]C(=O)OC(C)(C)C)([CH2:8][N:9]2[CH2:15][CH2:14][C:13]3[CH:16]=[C:17]([CH2:20][CH2:21][CH2:22][CH2:23][CH2:24][CH2:25][CH2:26][CH3:27])[CH:18]=[CH:19][C:12]=3[CH2:11][CH2:10]2)[CH2:4][O:3]1.CC1(C)OCC(NC(=O)OC(C)(C)C)(CNC2C=CC(CCCCCCCC)=CC=2)CO1. No catalyst specified. The product is [NH2:28][C:5]([CH2:8][N:9]1[CH2:15][CH2:14][C:13]2[CH:16]=[C:17]([CH2:20][CH2:21][CH2:22][CH2:23][CH2:24][CH2:25][CH2:26][CH3:27])[CH:18]=[CH:19][C:12]=2[CH2:11][CH2:10]1)([CH2:6][OH:7])[CH2:4][OH:3]. The yield is 0.480. (4) The reactants are C1C=CC(P(C2C(C3C(P(C4C=CC=CC=4)C4C=CC=CC=4)=CC=C4C=3C=CC=C4)=C3C(C=CC=C3)=CC=2)C2C=CC=CC=2)=CC=1.Cl[C:48]1[N:53]=[CH:52][C:51]([CH:54]([CH3:60])[C:55]([O:57][CH2:58][CH3:59])=[O:56])=[CH:50][CH:49]=1.[C:61]([NH2:69])(=[O:68])[C:62]1[CH:67]=[CH:66][CH:65]=[CH:64][CH:63]=1.C([O-])([O-])=O.[Cs+].[Cs+]. The catalyst is CC([O-])=O.CC([O-])=O.[Pd+2].C1(C)C=CC=CC=1. The product is [C:61]([NH:69][C:48]1[N:53]=[CH:52][C:51]([CH:54]([CH3:60])[C:55]([O:57][CH2:58][CH3:59])=[O:56])=[CH:50][CH:49]=1)(=[O:68])[C:62]1[CH:67]=[CH:66][CH:65]=[CH:64][CH:63]=1. The yield is 0.630. (5) The reactants are [C:1]([N:5]1[C:9]2=[N:10][CH:11]=[CH:12][CH:13]=[C:8]2[CH:7]([CH2:14][C:15]2[C:20]([CH2:21][O:22][Si](C(C)C)(C(C)C)C(C)C)=[CH:19][C:18]([Cl:33])=[CH:17][N:16]=2)[C:6]1=[O:34])([CH3:4])([CH3:3])[CH3:2]. The catalyst is C1COCC1. The product is [C:1]([N:5]1[C:9]2=[N:10][CH:11]=[CH:12][CH:13]=[C:8]2[CH:7]([CH2:14][C:15]2[C:20]([CH2:21][OH:22])=[CH:19][C:18]([Cl:33])=[CH:17][N:16]=2)[C:6]1=[O:34])([CH3:4])([CH3:2])[CH3:3]. The yield is 0.780. (6) The catalyst is [Cu]I. The yield is 0.380. The reactants are [F:1][C:2]1[CH:8]=[C:7](I)[CH:6]=[CH:5][C:3]=1[NH2:4].[CH3:10][C:11]1[CH:15]=[CH:14][NH:13][N:12]=1.C([O-])([O-])=O.[Cs+].[Cs+].N[C@@H]1CCCC[C@H]1N. The product is [F:1][C:2]1[CH:8]=[C:7]([N:13]2[CH:14]=[CH:15][C:11]([CH3:10])=[N:12]2)[CH:6]=[CH:5][C:3]=1[NH2:4]. (7) The yield is 0.300. The product is [CH2:13]([C:10]1[O:9][C:8]([C:6]2[CH:7]=[C:2]([NH:1][CH3:27])[C:3]([N:15]3[CH2:16][CH2:17][CH:18]([C:21]([O:23][CH3:24])=[O:22])[CH2:19][CH2:20]3)=[N:4][CH:5]=2)=[N:12][CH:11]=1)[CH3:14]. The reactants are [NH2:1][C:2]1[C:3]([N:15]2[CH2:20][CH2:19][CH:18]([C:21]([O:23][CH3:24])=[O:22])[CH2:17][CH2:16]2)=[N:4][CH:5]=[C:6]([C:8]2[O:9][C:10]([CH2:13][CH3:14])=[CH:11][N:12]=2)[CH:7]=1.IC.[C:27]([O-])([O-])=O.[Cs+].[Cs+]. The catalyst is CN(C=O)C.CCOC(C)=O. (8) The reactants are [CH2:1]([S:8][C:9]1[CH:10]=[CH:11][C:12]([NH:22][C:23]2[C:28]([O:29][CH3:30])=[CH:27][C:26]([C:31]3[CH:36]=[CH:35][C:34]([Cl:37])=[C:33]([CH3:38])[CH:32]=3)=[C:25]([F:39])[CH:24]=2)=[C:13]([NH:15][CH2:16][C:17](OCC)=[O:18])[CH:14]=1)[C:2]1[CH:7]=[CH:6][CH:5]=[CH:4][CH:3]=1.C(O)(C(F)(F)F)=O. The catalyst is C(Cl)Cl. The product is [CH2:1]([S:8][C:9]1[CH:14]=[C:13]2[C:12](=[CH:11][CH:10]=1)[N:22]([C:23]1[C:28]([O:29][CH3:30])=[CH:27][C:26]([C:31]3[CH:36]=[CH:35][C:34]([Cl:37])=[C:33]([CH3:38])[CH:32]=3)=[C:25]([F:39])[CH:24]=1)[C:17](=[O:18])[CH2:16][NH:15]2)[C:2]1[CH:7]=[CH:6][CH:5]=[CH:4][CH:3]=1. The yield is 0.780. (9) The reactants are [N:1]12[CH2:8][CH2:7][C:4]([C:9]([C:17]3[CH:22]=[CH:21][CH:20]=[CH:19][CH:18]=3)([C:11]3[CH:16]=[CH:15][CH:14]=[CH:13][CH:12]=3)[OH:10])([CH2:5][CH2:6]1)[CH2:3][CH2:2]2.[Br:23][CH2:24][CH2:25][OH:26]. The catalyst is CC#N. The product is [Br-:23].[OH:10][C:9]([C:17]1[CH:22]=[CH:21][CH:20]=[CH:19][CH:18]=1)([C:11]1[CH:12]=[CH:13][CH:14]=[CH:15][CH:16]=1)[C:4]12[CH2:5][CH2:6][N+:1]([CH2:24][CH2:25][OH:26])([CH2:2][CH2:3]1)[CH2:8][CH2:7]2. The yield is 0.601. (10) The reactants are [O-]CC.[Na+].[C:5]([C:9]([CH3:11])=[O:10])([CH3:8])([CH3:7])[CH3:6].[C:12](OCC)(=[O:18])[C:13]([O:15][CH2:16][CH3:17])=[O:14]. The catalyst is Cl. The product is [CH2:16]([O:15][C:13](=[O:14])[C:12](=[O:18])[CH2:11][C:9](=[O:10])[C:5]([CH3:8])([CH3:7])[CH3:6])[CH3:17]. The yield is 0.933.